This data is from NCI-60 drug combinations with 297,098 pairs across 59 cell lines. The task is: Regression. Given two drug SMILES strings and cell line genomic features, predict the synergy score measuring deviation from expected non-interaction effect. (1) Drug 1: CC1=CC=C(C=C1)C2=CC(=NN2C3=CC=C(C=C3)S(=O)(=O)N)C(F)(F)F. Drug 2: COC1=C2C(=CC3=C1OC=C3)C=CC(=O)O2. Cell line: A498. Synergy scores: CSS=1.50, Synergy_ZIP=-2.33, Synergy_Bliss=-2.72, Synergy_Loewe=-1.92, Synergy_HSA=-1.39. (2) Drug 1: CC(CN1CC(=O)NC(=O)C1)N2CC(=O)NC(=O)C2. Drug 2: C1CN(CCN1C(=O)CCBr)C(=O)CCBr. Cell line: HS 578T. Synergy scores: CSS=30.8, Synergy_ZIP=3.27, Synergy_Bliss=5.63, Synergy_Loewe=0.454, Synergy_HSA=6.31. (3) Cell line: SR. Synergy scores: CSS=72.4, Synergy_ZIP=-0.234, Synergy_Bliss=-0.151, Synergy_Loewe=-8.36, Synergy_HSA=0.210. Drug 2: C1CN1C2=NC(=NC(=N2)N3CC3)N4CC4. Drug 1: C1=NC(=NC(=O)N1C2C(C(C(O2)CO)O)O)N. (4) Drug 1: C1CN(CCN1C(=O)CCBr)C(=O)CCBr. Drug 2: C1CCC(C(C1)N)N.C(=O)(C(=O)[O-])[O-].[Pt+4]. Cell line: COLO 205. Synergy scores: CSS=47.6, Synergy_ZIP=-7.85, Synergy_Bliss=-6.96, Synergy_Loewe=3.63, Synergy_HSA=4.00. (5) Drug 1: CC1=C(C=C(C=C1)NC2=NC=CC(=N2)N(C)C3=CC4=NN(C(=C4C=C3)C)C)S(=O)(=O)N.Cl. Drug 2: C1=NNC2=C1C(=O)NC=N2. Cell line: HOP-92. Synergy scores: CSS=7.37, Synergy_ZIP=-1.79, Synergy_Bliss=1.23, Synergy_Loewe=1.64, Synergy_HSA=1.87.